From a dataset of NCI-60 drug combinations with 297,098 pairs across 59 cell lines. Regression. Given two drug SMILES strings and cell line genomic features, predict the synergy score measuring deviation from expected non-interaction effect. (1) Drug 1: CNC(=O)C1=NC=CC(=C1)OC2=CC=C(C=C2)NC(=O)NC3=CC(=C(C=C3)Cl)C(F)(F)F. Drug 2: CCCCC(=O)OCC(=O)C1(CC(C2=C(C1)C(=C3C(=C2O)C(=O)C4=C(C3=O)C=CC=C4OC)O)OC5CC(C(C(O5)C)O)NC(=O)C(F)(F)F)O. Cell line: HS 578T. Synergy scores: CSS=26.2, Synergy_ZIP=-4.65, Synergy_Bliss=-5.54, Synergy_Loewe=-26.3, Synergy_HSA=-9.60. (2) Drug 1: C1CCC(CC1)NC(=O)N(CCCl)N=O. Drug 2: CN1C(=O)N2C=NC(=C2N=N1)C(=O)N. Cell line: NCIH23. Synergy scores: CSS=17.0, Synergy_ZIP=-1.18, Synergy_Bliss=7.26, Synergy_Loewe=-6.75, Synergy_HSA=5.59. (3) Drug 1: CC1=C(C=C(C=C1)NC2=NC=CC(=N2)N(C)C3=CC4=NN(C(=C4C=C3)C)C)S(=O)(=O)N.Cl. Drug 2: C1CCC(CC1)NC(=O)N(CCCl)N=O. Cell line: PC-3. Synergy scores: CSS=7.12, Synergy_ZIP=-2.08, Synergy_Bliss=5.07, Synergy_Loewe=1.04, Synergy_HSA=4.70. (4) Synergy scores: CSS=4.83, Synergy_ZIP=-0.671, Synergy_Bliss=1.80, Synergy_Loewe=-2.30, Synergy_HSA=-1.77. Drug 1: C1=NC2=C(N=C(N=C2N1C3C(C(C(O3)CO)O)O)F)N. Drug 2: CNC(=O)C1=NC=CC(=C1)OC2=CC=C(C=C2)NC(=O)NC3=CC(=C(C=C3)Cl)C(F)(F)F. Cell line: DU-145. (5) Drug 1: C1C(C(OC1N2C=NC3=C(N=C(N=C32)Cl)N)CO)O. Drug 2: CCC1(C2=C(COC1=O)C(=O)N3CC4=CC5=C(C=CC(=C5CN(C)C)O)N=C4C3=C2)O.Cl. Cell line: NCIH23. Synergy scores: CSS=61.9, Synergy_ZIP=-6.40, Synergy_Bliss=-3.41, Synergy_Loewe=-2.53, Synergy_HSA=-1.33.